Task: Predict the product of the given reaction.. Dataset: Forward reaction prediction with 1.9M reactions from USPTO patents (1976-2016) (1) Given the reactants C([N:5]([CH2:9][CH2:10][C:11]([NH:13][NH:14][C:15]([C@@H:17]1[CH2:23][CH2:22][C@@H:21]2[CH2:24][N:18]1[C:19](=[O:30])[N:20]2[O:25][S:26]([OH:29])(=[O:28])=[O:27])=[O:16])=[O:12])C(=O)[O-])(C)(C)C.[NH+]1C=CC=CC=1.FC(F)(F)C(O)=O, predict the reaction product. The product is: [NH2:5][CH2:9][CH2:10][C:11]([NH:13][NH:14][C:15]([C@@H:17]1[CH2:23][CH2:22][C@@H:21]2[CH2:24][N:18]1[C:19](=[O:30])[N:20]2[O:25][S:26]([OH:29])(=[O:27])=[O:28])=[O:16])=[O:12]. (2) Given the reactants [C:1]([O:5][C:6]([NH:8][C@@H:9]([CH2:24][C:25]1[CH:30]=[CH:29][CH:28]=[CH:27][CH:26]=1)[C@@H:10]([O:13][Si:14]([CH:21]([CH3:23])[CH3:22])([CH:18]([CH3:20])[CH3:19])[CH:15]([CH3:17])[CH3:16])[CH2:11][OH:12])=[O:7])([CH3:4])([CH3:3])[CH3:2], predict the reaction product. The product is: [C:1]([O:5][C:6]([NH:8][C@@H:9]([CH2:24][CH:25]1[CH2:26][CH2:27][CH2:28][CH2:29][CH2:30]1)[C@@H:10]([O:13][Si:14]([CH:15]([CH3:16])[CH3:17])([CH:18]([CH3:19])[CH3:20])[CH:21]([CH3:22])[CH3:23])[CH2:11][OH:12])=[O:7])([CH3:2])([CH3:3])[CH3:4]. (3) Given the reactants Br[C:2]1[CH:7]=[CH:6][C:5]([CH2:8][CH2:9][S:10][CH:11]2[CH2:15][CH2:14][O:13][C:12]2=[O:16])=[CH:4][CH:3]=1.C(=O)([O-])[O-].[K+].[K+].[Cl:23][C:24]1[CH:29]=[CH:28][C:27](B(O)O)=[CH:26][CH:25]=1.O, predict the reaction product. The product is: [Cl:23][C:24]1[CH:29]=[CH:28][C:27]([C:2]2[CH:7]=[CH:6][C:5]([CH2:8][CH2:9][S:10][CH:11]3[CH2:15][CH2:14][O:13][C:12]3=[O:16])=[CH:4][CH:3]=2)=[CH:26][CH:25]=1. (4) Given the reactants [C:1]([O:5][C:6]([N:8]1[CH2:13][CH:12]=[C:11](OS(C(F)(F)F)(=O)=O)[CH2:10][CH2:9]1)=[O:7])([CH3:4])([CH3:3])[CH3:2].O1CCOCC1.C([O-])(=O)C.[K+].[B:33]1([B:33]2[O:37][C:36]([CH3:39])([CH3:38])[C:35]([CH3:41])([CH3:40])[O:34]2)[O:37][C:36]([CH3:39])([CH3:38])[C:35]([CH3:41])([CH3:40])[O:34]1, predict the reaction product. The product is: [C:1]([O:5][C:6]([N:8]1[CH2:13][CH:12]=[C:11]([B:33]2[O:37][C:36]([CH3:39])([CH3:38])[C:35]([CH3:41])([CH3:40])[O:34]2)[CH2:10][CH2:9]1)=[O:7])([CH3:4])([CH3:3])[CH3:2]. (5) Given the reactants [OH:1][N:2]1[C:10](=[O:11])[C:9]2[C:4](=[CH:5][CH:6]=[CH:7][CH:8]=2)[C:3]1=[O:12].O[CH:14]1[CH2:19][N:18]([C:20]([O:22][C:23]([CH3:26])([CH3:25])[CH3:24])=[O:21])[CH2:17][C:16]2[N:27]([CH3:30])[N:28]=[CH:29][C:15]1=2.C1(P(C2C=CC=CC=2)C2C=CC=CC=2)C=CC=CC=1.CC(OC(/N=N/C(OC(C)C)=O)=O)C, predict the reaction product. The product is: [O:12]=[C:3]1[C:4]2[C:9](=[CH:8][CH:7]=[CH:6][CH:5]=2)[C:10](=[O:11])[N:2]1[O:1][CH:14]1[CH2:19][N:18]([C:20]([O:22][C:23]([CH3:24])([CH3:25])[CH3:26])=[O:21])[CH2:17][C:16]2[N:27]([CH3:30])[N:28]=[CH:29][C:15]1=2.